Dataset: Full USPTO retrosynthesis dataset with 1.9M reactions from patents (1976-2016). Task: Predict the reactants needed to synthesize the given product. (1) Given the product [C:1]([C:3]1([C:6]2[CH:7]=[C:8]([CH:20]=[CH:21][CH:22]=2)[C:9]([NH:11][C:12]2[CH:17]=[CH:16][C:15]([CH3:18])=[C:14]([O:19][C:24]3[CH:29]=[CH:28][C:27]([N+:30]([O-:32])=[O:31])=[CH:26][CH:25]=3)[CH:13]=2)=[O:10])[CH2:5][CH2:4]1)#[N:2], predict the reactants needed to synthesize it. The reactants are: [C:1]([C:3]1([C:6]2[CH:7]=[C:8]([CH:20]=[CH:21][CH:22]=2)[C:9]([NH:11][C:12]2[CH:17]=[CH:16][C:15]([CH3:18])=[C:14]([OH:19])[CH:13]=2)=[O:10])[CH2:5][CH2:4]1)#[N:2].F[C:24]1[CH:29]=[CH:28][C:27]([N+:30]([O-:32])=[O:31])=[CH:26][CH:25]=1.C(=O)([O-])[O-].[K+].[K+]. (2) Given the product [Cl:1][C:2]1[CH:7]=[C:6]([O:8][C:9]2[C:18]3[C:13](=[CH:14][C:15]([O:21][CH2:47][C:43]4[CH:42]=[N:41][CH:46]=[CH:45][CH:44]=4)=[C:16]([O:19][CH3:20])[CH:17]=3)[N:12]=[CH:11][CH:10]=2)[CH:5]=[CH:4][C:3]=1[NH:22][C:23]([NH:25][C:26]1[CH:31]=[CH:30][C:29]([F:32])=[CH:28][C:27]=1[F:33])=[O:24], predict the reactants needed to synthesize it. The reactants are: [Cl:1][C:2]1[CH:7]=[C:6]([O:8][C:9]2[C:18]3[C:13](=[CH:14][C:15]([OH:21])=[C:16]([O:19][CH3:20])[CH:17]=3)[N:12]=[CH:11][CH:10]=2)[CH:5]=[CH:4][C:3]=1[NH:22][C:23]([NH:25][C:26]1[CH:31]=[CH:30][C:29]([F:32])=[CH:28][C:27]=1[F:33])=[O:24].C(=O)([O-])[O-].[K+].[K+].Cl.[N:41]1[CH:46]=[CH:45][CH:44]=[C:43]([CH2:47]Cl)[CH:42]=1.